From a dataset of NCI-60 drug combinations with 297,098 pairs across 59 cell lines. Regression. Given two drug SMILES strings and cell line genomic features, predict the synergy score measuring deviation from expected non-interaction effect. (1) Drug 1: CC=C1C(=O)NC(C(=O)OC2CC(=O)NC(C(=O)NC(CSSCCC=C2)C(=O)N1)C(C)C)C(C)C. Drug 2: CCCCC(=O)OCC(=O)C1(CC(C2=C(C1)C(=C3C(=C2O)C(=O)C4=C(C3=O)C=CC=C4OC)O)OC5CC(C(C(O5)C)O)NC(=O)C(F)(F)F)O. Cell line: MDA-MB-435. Synergy scores: CSS=23.8, Synergy_ZIP=11.8, Synergy_Bliss=17.4, Synergy_Loewe=10.7, Synergy_HSA=11.1. (2) Drug 1: CC1=C2C(C(=O)C3(C(CC4C(C3C(C(C2(C)C)(CC1OC(=O)C(C(C5=CC=CC=C5)NC(=O)OC(C)(C)C)O)O)OC(=O)C6=CC=CC=C6)(CO4)OC(=O)C)O)C)O. Drug 2: CS(=O)(=O)OCCCCOS(=O)(=O)C. Cell line: COLO 205. Synergy scores: CSS=19.6, Synergy_ZIP=-3.82, Synergy_Bliss=-2.02, Synergy_Loewe=-1.45, Synergy_HSA=-1.69. (3) Drug 1: C1CC(C1)(C(=O)O)C(=O)O.[NH2-].[NH2-].[Pt+2]. Drug 2: C(CN)CNCCSP(=O)(O)O. Cell line: NCI-H322M. Synergy scores: CSS=-3.56, Synergy_ZIP=2.83, Synergy_Bliss=1.06, Synergy_Loewe=-3.68, Synergy_HSA=-5.02. (4) Drug 1: C1=CC(=CC=C1CCC2=CNC3=C2C(=O)NC(=N3)N)C(=O)NC(CCC(=O)O)C(=O)O. Drug 2: CN(C)C1=NC(=NC(=N1)N(C)C)N(C)C. Cell line: IGROV1. Synergy scores: CSS=18.8, Synergy_ZIP=-5.28, Synergy_Bliss=-3.44, Synergy_Loewe=-40.3, Synergy_HSA=-2.53. (5) Drug 1: C1=C(C(=O)NC(=O)N1)F. Drug 2: C1C(C(OC1N2C=NC3=C(N=C(N=C32)Cl)N)CO)O. Cell line: DU-145. Synergy scores: CSS=32.5, Synergy_ZIP=-0.495, Synergy_Bliss=-3.62, Synergy_Loewe=-4.98, Synergy_HSA=-4.79. (6) Drug 1: CNC(=O)C1=CC=CC=C1SC2=CC3=C(C=C2)C(=NN3)C=CC4=CC=CC=N4. Drug 2: CCN(CC)CCCC(C)NC1=C2C=C(C=CC2=NC3=C1C=CC(=C3)Cl)OC. Cell line: K-562. Synergy scores: CSS=68.7, Synergy_ZIP=5.60, Synergy_Bliss=7.46, Synergy_Loewe=2.32, Synergy_HSA=9.43. (7) Drug 1: CN(C)N=NC1=C(NC=N1)C(=O)N. Drug 2: C#CCC(CC1=CN=C2C(=N1)C(=NC(=N2)N)N)C3=CC=C(C=C3)C(=O)NC(CCC(=O)O)C(=O)O. Cell line: UACC62. Synergy scores: CSS=5.52, Synergy_ZIP=-0.314, Synergy_Bliss=2.70, Synergy_Loewe=-2.17, Synergy_HSA=3.44. (8) Drug 1: COC1=NC(=NC2=C1N=CN2C3C(C(C(O3)CO)O)O)N. Drug 2: C1=CN(C=N1)CC(O)(P(=O)(O)O)P(=O)(O)O. Cell line: HT29. Synergy scores: CSS=3.61, Synergy_ZIP=0.966, Synergy_Bliss=4.34, Synergy_Loewe=2.66, Synergy_HSA=2.49. (9) Drug 1: COC1=C(C=C2C(=C1)N=CN=C2NC3=CC(=C(C=C3)F)Cl)OCCCN4CCOCC4. Drug 2: C1CN1P(=S)(N2CC2)N3CC3. Cell line: SF-295. Synergy scores: CSS=26.0, Synergy_ZIP=-2.58, Synergy_Bliss=4.60, Synergy_Loewe=5.58, Synergy_HSA=5.70.